From a dataset of Experimentally validated miRNA-target interactions with 360,000+ pairs, plus equal number of negative samples. Binary Classification. Given a miRNA mature sequence and a target amino acid sequence, predict their likelihood of interaction. (1) Result: 1 (interaction). The protein sequence of the target gene is MDKLPPSMRKRLYSLPQQVGAKAWIMDEEEDAEEEGAGGRQDPSRRSIRLRPLPSPSPSAAAGGTESRSSALGAADSEGPARGAGKSSTNGDCRRFRGSLASLGSRGGGSGGTGSGSSHGHLHDSAEERRLIAEGDASPGEDRTPPGLAAEPERPGASAQPAASPPPPQQPPQPASASCEQPSVDTAIKVEGGAAAGDQILPEAEVRLGQAGFMQRQFGAMLQPGVNKFSLRMFGSQKAVEREQERVKSAGFWIIHPYSDFRFYWDLTMLLLMVGNLIIIPVGITFFKDENTTPWIVFNV.... The miRNA is hsa-miR-4731-3p with sequence CACACAAGUGGCCCCCAACACU. (2) The miRNA is hsa-miR-4743-3p with sequence UUUCUGUCUUUUCUGGUCCAG. The protein sequence of the target gene is MAEGSVMFSDVSIDFSQEEWDCLDPVQRDLYRDVMLENYGNLVSMGLYTPKPQVISLLEQGKEPWMVGRELTRGLCSDLESMCETKLLSLKKEVYEIELCQREIMGLTKHGLEYSSFGDVLEYRSHLAKQLGYPNGHFSQEIFTPEYMPTFIQQTFLTLHQIINNEDRPYECKKCGKAFSQNSQFIQHQRIHIGEKSYECKECGKFFSCGSHVTRHLKIHTGEKPFECKECGKAFSCSSYLSQHQRIHTGKKPYECKECGKAFSYCSNLIDHQRIHTGEKPYECKVCGKAFTKSSQLFQH.... Result: 1 (interaction).